Dataset: Catalyst prediction with 721,799 reactions and 888 catalyst types from USPTO. Task: Predict which catalyst facilitates the given reaction. (1) Reactant: [Br:1][C:2]1[CH:3]=[C:4]([NH2:11])[C:5]([NH2:10])=[CH:6][C:7]=1[O:8][CH3:9].[CH:12](OCC)(OCC)OCC. Product: [Br:1][C:2]1[C:7]([O:8][CH3:9])=[CH:6][C:5]2[NH:10][CH:12]=[N:11][C:4]=2[CH:3]=1. The catalyst class is: 106. (2) Product: [CH3:19][O:20][C:21](=[O:25])[CH2:22][CH2:23][NH:24][CH:2]1[CH2:7][CH2:6][N:5]([C:8]([O:10][CH2:11][C:12]2[CH:17]=[CH:16][CH:15]=[CH:14][CH:13]=2)=[O:9])[CH2:4][CH2:3]1. Reactant: O=[C:2]1[CH2:7][CH2:6][N:5]([C:8]([O:10][CH2:11][C:12]2[CH:17]=[CH:16][CH:15]=[CH:14][CH:13]=2)=[O:9])[CH2:4][CH2:3]1.Cl.[CH3:19][O:20][C:21](=[O:25])[CH2:22][CH2:23][NH2:24].C(O)(=O)C.C(O[BH-](OC(=O)C)OC(=O)C)(=O)C.[Na+]. The catalyst class is: 68. (3) Reactant: [CH3:1][O:2][C:3]1[CH:4]=[C:5]([NH:15][C:16]2[S:17][CH:18]=[C:19]([C:21](O)=[O:22])[N:20]=2)[CH:6]=[CH:7][C:8]=1[N:9]1[CH:13]=[C:12]([CH3:14])[N:11]=[CH:10]1.Cl.CN(C)CCCN=C=NCC.O.ON1C2C=CC=CC=2N=N1.C(N(CC)CC)C.[F:54][C:55]1[CH:62]=[CH:61][C:58]([CH2:59][NH2:60])=[CH:57][CH:56]=1. Product: [F:54][C:55]1[CH:62]=[CH:61][C:58]([CH2:59][NH:60][C:21]([C:19]2[N:20]=[C:16]([NH:15][C:5]3[CH:6]=[CH:7][C:8]([N:9]4[CH:13]=[C:12]([CH3:14])[N:11]=[CH:10]4)=[C:3]([O:2][CH3:1])[CH:4]=3)[S:17][CH:18]=2)=[O:22])=[CH:57][CH:56]=1. The catalyst class is: 4. (4) Reactant: [C:1]([C:4]1[CH:9]=[CH:8][C:7]([C:10]2[CH:15]=[CH:14][CH:13]=[CH:12][CH:11]=2)=[CH:6][CH:5]=1)(=[O:3])[CH3:2].Br[CH2:17][CH2:18][CH2:19][CH:20]=[CH2:21].[Mg]. Product: [C:7]1([C:10]2[CH:15]=[CH:14][CH:13]=[CH:12][CH:11]=2)[CH:8]=[CH:9][C:4]([C:1]([OH:3])([CH2:21][CH2:20][CH2:19][CH:18]=[CH2:17])[CH3:2])=[CH:5][CH:6]=1. The catalyst class is: 1.